Dataset: Reaction yield outcomes from USPTO patents with 853,638 reactions. Task: Predict the reaction yield, written as a fraction of the theoretical maximum amount of product (1.0 means a 100% yield; for example, 0.34 means a 34% yield). (1) The reactants are [CH2:1]([O:8][C:9]1[CH:38]=[CH:37][C:12]2[NH:13][C:14]([C:19]3[C:24](=[O:25])[N:23]([N:26]=[C:27]4[CH2:32][CH2:31][CH2:30][CH2:29][CH2:28]4)[C:22]4[CH:33]=[CH:34][S:35][C:21]=4[C:20]=3[OH:36])=[N:15][S:16](=[O:18])(=[O:17])[C:11]=2[CH:10]=1)[C:2]1[CH:7]=[CH:6][CH:5]=[CH:4][CH:3]=1.CO.[BH4-].[Li+].Cl. The catalyst is O1CCCC1.O. The product is [CH2:1]([O:8][C:9]1[CH:38]=[CH:37][C:12]2[NH:13][C:14]([C:19]3[C:24](=[O:25])[N:23]([NH:26][CH:27]4[CH2:28][CH2:29][CH2:30][CH2:31][CH2:32]4)[C:22]4[CH:33]=[CH:34][S:35][C:21]=4[C:20]=3[OH:36])=[N:15][S:16](=[O:17])(=[O:18])[C:11]=2[CH:10]=1)[C:2]1[CH:3]=[CH:4][CH:5]=[CH:6][CH:7]=1. The yield is 0.690. (2) The reactants are [F:1][C:2]1([F:59])[CH2:7][CH2:6][CH:5]([C:8]2[C:17]3[CH:16]([O:18]CC4C=CC(OC)=CC=4)[CH2:15][C:14]([CH3:29])([CH3:28])[CH2:13][C:12]=3[N:11]=[C:10]([CH:30]3[CH2:35][CH2:34][N:33]([C:36]4[N:41]=[CH:40][C:39]([CH:42](O)[CH:43]([CH3:45])[CH3:44])=[CH:38][N:37]=4)[CH2:32][CH2:31]3)[C:9]=2[CH:47]([F:58])[C:48]2[CH:53]=[CH:52][C:51]([C:54]([F:57])([F:56])[F:55])=[CH:50][CH:49]=2)[CH2:4][CH2:3]1.C([SiH](CC)CC)C.FC(F)(F)C(O)=O.C(=O)([O-])O.[Na+]. The catalyst is ClCCl. The product is [F:59][C:2]1([F:1])[CH2:3][CH2:4][CH:5]([C:8]2[C:17]3[CH:16]([OH:18])[CH2:15][C:14]([CH3:29])([CH3:28])[CH2:13][C:12]=3[N:11]=[C:10]([CH:30]3[CH2:35][CH2:34][N:33]([C:36]4[N:41]=[CH:40][C:39]([CH2:42][CH:43]([CH3:44])[CH3:45])=[CH:38][N:37]=4)[CH2:32][CH2:31]3)[C:9]=2[CH:47]([F:58])[C:48]2[CH:49]=[CH:50][C:51]([C:54]([F:55])([F:57])[F:56])=[CH:52][CH:53]=2)[CH2:6][CH2:7]1. The yield is 0.270. (3) The yield is 0.860. The catalyst is CO. The product is [F:15][C:12]([F:13])([F:14])[C:9]1[CH:8]=[CH:7][C:6]([CH:2]2[NH:1][C:16]3([CH2:21][CH2:20][CH2:19][CH2:18][CH2:17]3)[NH:5][C:3]2=[O:4])=[CH:11][CH:10]=1. The reactants are [NH2:1][CH:2]([C:6]1[CH:11]=[CH:10][C:9]([C:12]([F:15])([F:14])[F:13])=[CH:8][CH:7]=1)[C:3]([NH2:5])=[O:4].[C:16]1(=O)[CH2:21][CH2:20][CH2:19][CH2:18][CH2:17]1. (4) The reactants are [CH2:1]([O:8][C@@H:9]1[C@@H:14]([O:15][CH2:16][C:17]2[CH:22]=[CH:21][CH:20]=[CH:19][CH:18]=2)[C@H:13]([O:23][CH2:24][C:25]2[CH:30]=[CH:29][CH:28]=[CH:27][CH:26]=2)[C@@H:12]([CH2:31][O:32][CH2:33][C:34]2[CH:39]=[CH:38][CH:37]=[CH:36][CH:35]=2)[S:11][C@:10]21[C:47]1[C:42](=[CH:43][CH:44]=[C:45]([CH2:48]OC(OC)=O)[CH:46]=1)[CH2:41][O:40]2)[C:2]1[CH:7]=[CH:6][CH:5]=[CH:4][CH:3]=1.C(OB([C:59]1[CH:64]=[CH:63][CH:62]=[CH:61][CH:60]=1)O)C.C(=O)([O-])[O-].[K+].[K+].CO[CH2:73][CH2:74]OC. The catalyst is C([O-])(=O)C.[Pd+2].C([O-])(=O)C.C1(P(C2C=CC=CC=2)[C-]2C=CC=C2)C=CC=CC=1.[C-]1(P(C2C=CC=CC=2)C2C=CC=CC=2)C=CC=C1.[Fe+2]. The product is [CH2:1]([O:8][C@@H:9]1[C@@H:14]([O:15][CH2:16][C:17]2[CH:22]=[CH:21][CH:20]=[CH:19][CH:18]=2)[C@H:31]([O:32][CH2:33][C:34]2[CH:35]=[CH:36][CH:37]=[CH:38][CH:39]=2)[C@@H:12]([CH2:13][O:23][CH2:24][C:25]2[CH:26]=[CH:27][CH:28]=[CH:29][CH:30]=2)[S:11][C@:10]21[C:47]1[C:42](=[CH:43][CH:44]=[C:45]([CH2:48][C:62]3[CH:61]=[CH:60][C:59]([CH2:73][CH3:74])=[CH:64][CH:63]=3)[CH:46]=1)[CH2:41][O:40]2)[C:2]1[CH:7]=[CH:6][CH:5]=[CH:4][CH:3]=1. The yield is 0.870. (5) The reactants are [CH2:1]([O:8][C:9]1[CH:14]=[CH:13][NH:12][C:11](=[O:15])[CH:10]=1)[C:2]1[CH:7]=[CH:6][CH:5]=[CH:4][CH:3]=1.Br[C:17]1[S:18][C:19]([C:23]([NH:25][CH2:26][C:27]2[CH:28]=[N:29][CH:30]=[CH:31][CH:32]=2)=[O:24])=[C:20]([CH3:22])[N:21]=1. No catalyst specified. The product is [CH2:1]([O:8][C:9]1[CH:14]=[CH:13][N:12]([C:17]2[S:18][C:19]([C:23]([NH:25][CH2:26][C:27]3[CH:28]=[N:29][CH:30]=[CH:31][CH:32]=3)=[O:24])=[C:20]([CH3:22])[N:21]=2)[C:11](=[O:15])[CH:10]=1)[C:2]1[CH:3]=[CH:4][CH:5]=[CH:6][CH:7]=1. The yield is 0.470. (6) The reactants are [CH2:1]([N:8]([CH2:32]C(OCC)=O)[C:9](=[O:31])[C@@H:10]([NH:23][C:24](OC(C)(C)C)=[O:25])[CH2:11][CH2:12][C:13]([O:15][CH2:16][C:17]1[CH:22]=[CH:21][CH:20]=[CH:19][CH:18]=1)=[O:14])[C:2]1[CH:7]=[CH:6][CH:5]=[CH:4][CH:3]=1.Cl.C([O-])([O-])=O.[Na+].[Na+]. The catalyst is O1CCOCC1.C1COCC1.CCOC(C)=O. The product is [CH2:1]([N:8]1[CH2:32][C:24](=[O:25])[NH:23][C@@H:10]([CH2:11][CH2:12][C:13]([O:15][CH2:16][C:17]2[CH:22]=[CH:21][CH:20]=[CH:19][CH:18]=2)=[O:14])[C:9]1=[O:31])[C:2]1[CH:7]=[CH:6][CH:5]=[CH:4][CH:3]=1. The yield is 0.870. (7) The reactants are Cl.[Cl:2][C:3]1[C:4]([F:28])=[C:5]([CH:25]=[CH:26][CH:27]=1)[NH:6][C:7]1[C:16]2[C:11](=[CH:12][C:13]([O:23][CH3:24])=[C:14]([O:17][C@@H:18]3[CH2:22][CH2:21][NH:20][CH2:19]3)[CH:15]=2)[N:10]=[CH:9][N:8]=1.[CH3:29][S:30](Cl)(=[O:32])=[O:31]. The catalyst is ClCCl.N1C=CC=CC=1.C(N(C(C)C)CC)(C)C. The product is [Cl:2][C:3]1[C:4]([F:28])=[C:5]([CH:25]=[CH:26][CH:27]=1)[NH:6][C:7]1[C:16]2[C:11](=[CH:12][C:13]([O:23][CH3:24])=[C:14]([O:17][C@@H:18]3[CH2:22][CH2:21][N:20]([S:30]([CH3:29])(=[O:32])=[O:31])[CH2:19]3)[CH:15]=2)[N:10]=[CH:9][N:8]=1. The yield is 0.740. (8) The reactants are [CH2:1]([O:3][C:4]1[CH:5]=[C:6]2[C:10](=[CH:11][CH:12]=1)[NH:9][CH:8]=[CH:7]2)[CH3:2].[CH3:13][NH:14][CH3:15].[CH2:16]=O.[OH-].[Na+]. The catalyst is ClCCl.CO.C(O)(=O)C. The product is [CH2:1]([O:3][C:4]1[CH:5]=[C:6]2[C:10](=[CH:11][CH:12]=1)[N:9]([CH2:13][N:14]([CH3:16])[CH3:15])[CH:8]=[CH:7]2)[CH3:2]. The yield is 0.960. (9) No catalyst specified. The reactants are [C:1]1([C@@H:7]2[CH2:10][C@H:9]([NH2:11])[CH2:8]2)[CH:6]=[CH:5][CH:4]=[CH:3][CH:2]=1.[N+](N1[CH:19]=[C:18]([N+:20]([O-:22])=[O:21])[N:17]=[CH:16]1)([O-])=O. The yield is 0.460. The product is [N+:20]([C:18]1[N:17]=[CH:16][N:11]([C@H:9]2[CH2:8][C@@H:7]([C:1]3[CH:6]=[CH:5][CH:4]=[CH:3][CH:2]=3)[CH2:10]2)[CH:19]=1)([O-:22])=[O:21].